Dataset: Peptide-MHC class II binding affinity with 134,281 pairs from IEDB. Task: Regression. Given a peptide amino acid sequence and an MHC pseudo amino acid sequence, predict their binding affinity value. This is MHC class II binding data. (1) The peptide sequence is GQQRVFKEKVDTRAK. The MHC is DRB3_0101 with pseudo-sequence DRB3_0101. The binding affinity (normalized) is 0. (2) The peptide sequence is EKKYFAATRFEPLAA. The MHC is DRB1_0101 with pseudo-sequence DRB1_0101. The binding affinity (normalized) is 0.559. (3) The MHC is DRB1_1001 with pseudo-sequence DRB1_1001. The peptide sequence is ALREKVLGLPAIKAW. The binding affinity (normalized) is 0.560.